From a dataset of Reaction yield outcomes from USPTO patents with 853,638 reactions. Predict the reaction yield, written as a fraction of the theoretical maximum amount of product (1.0 means a 100% yield; for example, 0.34 means a 34% yield). (1) The reactants are [CH2:1]([O:8][C:9]([NH:11][C@H:12]([C:17]([OH:19])=O)[C:13]([CH3:16])([CH3:15])[CH3:14])=[O:10])[C:2]1[CH:7]=[CH:6][CH:5]=[CH:4][CH:3]=1.[Cl-].[NH4+].C([N:24](CC)CC)C.C1C=CC2N(O)N=NC=2C=1.C(Cl)CCl. The catalyst is CN(C=O)C. The product is [NH2:24][C:17]([C@@H:12]([NH:11][C:9](=[O:10])[O:8][CH2:1][C:2]1[CH:7]=[CH:6][CH:5]=[CH:4][CH:3]=1)[C:13]([CH3:16])([CH3:15])[CH3:14])=[O:19]. The yield is 0.820. (2) The reactants are Br[C:2]1[CH:3]=[N:4][N:5]([CH2:10][C:11]([NH:13][CH2:14][C:15]2[CH:20]=[CH:19][N:18]=[CH:17][CH:16]=2)=[O:12])[C:6](=[O:9])[C:7]=1[Br:8].[CH3:21][CH:22]1[CH:30]([OH:31])[CH2:29][CH:25]2[C:26]([CH3:28])([CH3:27])[CH:23]1[CH2:24]2.[H-].[Na+].O. The catalyst is O1CCOCC1. The product is [Br:8][C:7]1[C:6](=[O:9])[N:5]([CH2:10][C:11]([NH:13][CH2:14][C:15]2[CH:20]=[CH:19][N:18]=[CH:17][CH:16]=2)=[O:12])[N:4]=[CH:3][C:2]=1[O:31][C@@H:30]1[CH2:29][C@@H:25]2[CH2:24][C@@H:23]([C:26]2([CH3:28])[CH3:27])[C@H:22]1[CH3:21]. The yield is 0.0300. (3) The reactants are [CH2:1]([O:8][C:9]([N:11]1[CH2:17][CH2:16][CH:15]([NH:18][C:19]([C:21]2[CH:26]=[CH:25][CH:24]=[CH:23][N:22]=2)=[O:20])[CH:14]([OH:27])[CH2:13][CH2:12]1)=[O:10])[C:2]1[CH:7]=[CH:6][CH:5]=[CH:4][CH:3]=1.CC(OI1(OC(C)=O)(OC(C)=O)OC(=O)C2C=CC=CC1=2)=O.C([O-])(O)=O.[Na+]. The catalyst is C(Cl)Cl. The product is [CH2:1]([O:8][C:9]([N:11]1[CH2:17][CH2:16][CH:15]([NH:18][C:19]([C:21]2[CH:26]=[CH:25][CH:24]=[CH:23][N:22]=2)=[O:20])[C:14](=[O:27])[CH2:13][CH2:12]1)=[O:10])[C:2]1[CH:7]=[CH:6][CH:5]=[CH:4][CH:3]=1. The yield is 0.660. (4) No catalyst specified. The reactants are Br[C:2]1[N:7]=[C:6]([C:8]([O:10][CH3:11])=[O:9])[C:5]([NH:12][CH2:13][CH2:14][O:15][CH3:16])=[N:4][CH:3]=1.[Br:17][C:18]1[CH:19]=[CH:20][C:21]([F:27])=[C:22](B(O)O)[CH:23]=1. The yield is 0.790. The product is [Br:17][C:18]1[CH:23]=[CH:22][C:21]([F:27])=[C:20]([C:2]2[N:7]=[C:6]([C:8]([O:10][CH3:11])=[O:9])[C:5]([NH:12][CH2:13][CH2:14][O:15][CH3:16])=[N:4][CH:3]=2)[CH:19]=1.